Dataset: Full USPTO retrosynthesis dataset with 1.9M reactions from patents (1976-2016). Task: Predict the reactants needed to synthesize the given product. Given the product [Br:1][C:2]1[CH:8]=[CH:7][C:5]([N:6]2[C:13]([CH3:14])=[CH:12][CH:11]=[C:10]2[CH3:9])=[CH:4][CH:3]=1, predict the reactants needed to synthesize it. The reactants are: [Br:1][C:2]1[CH:8]=[CH:7][C:5]([NH2:6])=[CH:4][CH:3]=1.[CH3:9][C:10](=O)[CH2:11][CH2:12][C:13](=O)[CH3:14].C(O)(=O)C.